This data is from Forward reaction prediction with 1.9M reactions from USPTO patents (1976-2016). The task is: Predict the product of the given reaction. Given the reactants [O:1]=[CH:2][C@@H:3]([C@H:5]([C@@H:7]([C@@H:9]([CH2:11][OH:12])[OH:10])[OH:8])[OH:6])[OH:4].CCCCCCCCCCCCCC(NCC(N[C@H](C(N[C@H](C(N[C@H](C(N1[C@H](C(N2[C@H](C(N[C@H](C(N3[C@H](C(N4[C@H](C(N[C@H](C(N[C@H](C(N5[C@H](C(N)=O)CCC5)=O)C[O:100][P:101](O)([OH:103])=[O:102])=O)CCC(N)=O)=O)CCC4)=O)CCC3)=O)C)=O)CCC2)=O)CCC1)=O)C)=O)CCC(O)=O)=O)CCCCN)=O)=O, predict the reaction product. The product is: [CH2:11]([O:12][P:101]([OH:103])([OH:102])=[O:100])[C@H:9]1[O:10][C@@H:2]([OH:1])[C@H:3]([OH:4])[C@@H:5]([OH:6])[C@@H:7]1[OH:8].